Dataset: Full USPTO retrosynthesis dataset with 1.9M reactions from patents (1976-2016). Task: Predict the reactants needed to synthesize the given product. (1) Given the product [Si:1]([O:18][CH2:19][C:20]([C:21]1[S:47][C:25]([C:27]2[CH:32]=[CH:31][CH:30]=[C:29]([N+:33]([O-:35])=[O:34])[CH:28]=2)=[CH:24][N:23]=1)([CH3:37])[CH3:36])([C:14]([CH3:17])([CH3:16])[CH3:15])([C:8]1[CH:13]=[CH:12][CH:11]=[CH:10][CH:9]=1)[C:2]1[CH:7]=[CH:6][CH:5]=[CH:4][CH:3]=1, predict the reactants needed to synthesize it. The reactants are: [Si:1]([O:18][CH2:19][C:20]([CH3:37])([CH3:36])[C:21]([NH:23][CH2:24][C:25]([C:27]1[CH:32]=[CH:31][CH:30]=[C:29]([N+:33]([O-:35])=[O:34])[CH:28]=1)=O)=O)([C:14]([CH3:17])([CH3:16])[CH3:15])([C:8]1[CH:13]=[CH:12][CH:11]=[CH:10][CH:9]=1)[C:2]1[CH:7]=[CH:6][CH:5]=[CH:4][CH:3]=1.COC1C=CC(P2(SP(C3C=CC(OC)=CC=3)(=S)S2)=[S:47])=CC=1. (2) Given the product [Cl:1][C:2]1[N:7]=[CH:6][C:5]([N:8]([CH3:9])[C:25](=[O:27])[C:24]2[CH:28]=[C:29]([C:31]([F:34])([F:33])[F:32])[CH:30]=[C:22]([S:19]([CH3:18])(=[O:20])=[O:21])[CH:23]=2)=[C:4]([C:10]2[CH:15]=[C:14]([F:16])[CH:13]=[CH:12][C:11]=2[CH3:17])[CH:3]=1, predict the reactants needed to synthesize it. The reactants are: [Cl:1][C:2]1[N:7]=[CH:6][C:5]([NH:8][CH3:9])=[C:4]([C:10]2[CH:15]=[C:14]([F:16])[CH:13]=[CH:12][C:11]=2[CH3:17])[CH:3]=1.[CH3:18][S:19]([C:22]1[CH:23]=[C:24]([CH:28]=[C:29]([C:31]([F:34])([F:33])[F:32])[CH:30]=1)[C:25]([OH:27])=O)(=[O:21])=[O:20].